Task: Predict the reactants needed to synthesize the given product.. Dataset: Full USPTO retrosynthesis dataset with 1.9M reactions from patents (1976-2016) (1) Given the product [F:20][C:15]1[CH:16]=[CH:17][CH:18]=[CH:19][C:14]=1[N:7]1[C:8]2[CH:13]=[CH:12][CH:11]=[CH:10][C:9]=2[N:5]([CH2:4][CH2:3][CH2:2][NH:24][CH3:23])[S:6]1(=[O:22])=[O:21], predict the reactants needed to synthesize it. The reactants are: Br[CH2:2][CH2:3][CH2:4][N:5]1[C:9]2[CH:10]=[CH:11][CH:12]=[CH:13][C:8]=2[N:7]([C:14]2[CH:19]=[CH:18][CH:17]=[CH:16][C:15]=2[F:20])[S:6]1(=[O:22])=[O:21].[CH3:23][NH2:24]. (2) The reactants are: [C:1]([C:5]1[CH:6]=[C:7]([C:16]2[CH:17]=[C:18]([C:24]3[CH:29]=[CH:28][C:27]([C:30]([O:32][CH2:33][CH3:34])=[O:31])=[CH:26][CH:25]=3)[CH:19]=[CH:20][C:21]=2[CH:22]=[CH2:23])[CH:8]=[CH:9][C:10]=1[N:11]([CH2:14][CH3:15])[CH2:12][CH3:13])([CH3:4])([CH3:3])[CH3:2].B12CC(CCC1)CC[CH2:36]2.[OH-:44].[Na+].OO. Given the product [C:1]([C:5]1[CH:6]=[C:7]([C:16]2[CH:17]=[C:18]([C:24]3[CH:29]=[CH:28][C:27]([C:30]([O:32][CH2:33][CH3:34])=[O:31])=[CH:26][CH:25]=3)[CH:19]=[CH:20][C:21]=2[CH2:22][CH2:23][CH2:36][OH:44])[CH:8]=[CH:9][C:10]=1[N:11]([CH2:14][CH3:15])[CH2:12][CH3:13])([CH3:3])([CH3:4])[CH3:2], predict the reactants needed to synthesize it. (3) Given the product [C:12]([O:16][C:17](=[O:43])[NH:18][CH:19]1[CH2:24][CH2:23][CH:22]([NH:25][C:26]2[N:31]=[C:30]3[NH:32][N:33]=[C:34]([C:35]4[CH:40]=[CH:39][N:38]=[C:37]([S:41]([CH3:42])=[O:9])[N:36]=4)[C:29]3=[CH:28][N:27]=2)[CH2:21][CH2:20]1)([CH3:15])([CH3:14])[CH3:13], predict the reactants needed to synthesize it. The reactants are: C1C=C(Cl)C=C(C(OO)=[O:9])C=1.[C:12]([O:16][C:17](=[O:43])[NH:18][CH:19]1[CH2:24][CH2:23][CH:22]([NH:25][C:26]2[N:31]=[C:30]3[NH:32][N:33]=[C:34]([C:35]4[CH:40]=[CH:39][N:38]=[C:37]([S:41][CH3:42])[N:36]=4)[C:29]3=[CH:28][N:27]=2)[CH2:21][CH2:20]1)([CH3:15])([CH3:14])[CH3:13]. (4) Given the product [F:27][C:26]([F:28])([F:29])[O:25][C:21]1[CH:20]=[C:19]([C:17]2[N:1]=[C:2]([CH2:3][N:4]3[CH:8]=[C:7]([C:9]([O:11][CH2:12][CH3:13])=[O:10])[CH:6]=[N:5]3)[S:14][CH:16]=2)[CH:24]=[CH:23][CH:22]=1, predict the reactants needed to synthesize it. The reactants are: [NH2:1][C:2](=[S:14])[CH2:3][N:4]1[CH:8]=[C:7]([C:9]([O:11][CH2:12][CH3:13])=[O:10])[CH:6]=[N:5]1.Br[CH2:16][C:17]([C:19]1[CH:24]=[CH:23][CH:22]=[C:21]([O:25][C:26]([F:29])([F:28])[F:27])[CH:20]=1)=O. (5) Given the product [F:24][CH:23]([F:25])[C:15]1[N:14]([C:4]2[N:3]=[C:2]([N:28]3[CH2:27][CH:26]4[N:33]([C:34](=[O:36])[CH2:47][NH2:48])[CH:30]([CH2:31][CH2:32]4)[CH2:29]3)[CH:7]=[C:6]([N:8]3[CH2:9][CH2:10][O:11][CH2:12][CH2:13]3)[N:5]=2)[C:18]2[CH:19]=[CH:20][CH:21]=[CH:22][C:17]=2[N:16]=1, predict the reactants needed to synthesize it. The reactants are: Cl[C:2]1[CH:7]=[C:6]([N:8]2[CH2:13][CH2:12][O:11][CH2:10][CH2:9]2)[N:5]=[C:4]([N:14]2[C:18]3[CH:19]=[CH:20][CH:21]=[CH:22][C:17]=3[N:16]=[C:15]2[CH:23]([F:25])[F:24])[N:3]=1.[CH:26]12[N:33]([C:34]([O:36]C(C)(C)C)=O)[CH:30]([CH2:31][CH2:32]1)[CH2:29][NH:28][CH2:27]2.C(=O)([O-])[O-].[Na+].[Na+].[CH3:47][N:48](C=O)C. (6) Given the product [Cl:1][C:2]1[CH:3]=[CH:4][C:5]([O:11][CH3:12])=[C:6]([NH:8][C:9]([NH:13][C:14]2[CH:22]=[CH:21][CH:20]=[C:19]3[C:15]=2[CH:16]=[CH:17][NH:18]3)=[O:10])[CH:7]=1, predict the reactants needed to synthesize it. The reactants are: [Cl:1][C:2]1[CH:3]=[CH:4][C:5]([O:11][CH3:12])=[C:6]([N:8]=[C:9]=[O:10])[CH:7]=1.[NH2:13][C:14]1[CH:22]=[CH:21][CH:20]=[C:19]2[C:15]=1[CH:16]=[CH:17][NH:18]2. (7) Given the product [C:28]1([CH:24]([C:18]2[CH:19]=[CH:20][CH:21]=[CH:22][CH:23]=2)[CH2:25][CH2:26][NH:27][C:2]2[C:11]3[C:6](=[CH:7][CH:8]=[CH:9][CH:10]=3)[N:5]=[C:4]([C:12]3[CH:13]=[N:14][CH:15]=[CH:16][CH:17]=3)[N:3]=2)[CH:29]=[CH:30][CH:31]=[CH:32][CH:33]=1, predict the reactants needed to synthesize it. The reactants are: Cl[C:2]1[C:11]2[C:6](=[CH:7][CH:8]=[CH:9][CH:10]=2)[N:5]=[C:4]([C:12]2[CH:13]=[N:14][CH:15]=[CH:16][CH:17]=2)[N:3]=1.[C:18]1([CH:24]([C:28]2[CH:33]=[CH:32][CH:31]=[CH:30][CH:29]=2)[CH2:25][CH2:26][NH2:27])[CH:23]=[CH:22][CH:21]=[CH:20][CH:19]=1.C(N(CC)C(C)C)(C)C.